This data is from Full USPTO retrosynthesis dataset with 1.9M reactions from patents (1976-2016). The task is: Predict the reactants needed to synthesize the given product. (1) The reactants are: C([N:8]1[CH2:31][CH2:30][C:11]2[N:12]=[CH:13][N:14]=[C:15]([NH:16][C:17]3[CH:22]=[CH:21][C:20]([S:23]([C:26]([F:29])([F:28])[F:27])(=[O:25])=[O:24])=[CH:19][CH:18]=3)[C:10]=2[CH2:9]1)C1C=CC=CC=1.ClC(OC(Cl)=O)C.C(N(CC)C(C)C)(C)C. Given the product [F:29][C:26]([F:27])([F:28])[S:23]([C:20]1[CH:21]=[CH:22][C:17]([NH:16][C:15]2[C:10]3[CH2:9][NH:8][CH2:31][CH2:30][C:11]=3[N:12]=[CH:13][N:14]=2)=[CH:18][CH:19]=1)(=[O:24])=[O:25], predict the reactants needed to synthesize it. (2) Given the product [CH3:12][O:13][C:14](=[O:26])[CH2:15][O:16][C:17]1[CH:22]=[CH:21][C:20]([Cl:23])=[CH:19][C:18]=1/[CH:24]=[C:6]1\[C:7](=[O:11])[NH:8][C:9]2[C:5]\1=[CH:4][CH:3]=[C:2]([Cl:1])[CH:10]=2, predict the reactants needed to synthesize it. The reactants are: [Cl:1][C:2]1[CH:10]=[C:9]2[C:5]([CH2:6][C:7](=[O:11])[NH:8]2)=[CH:4][CH:3]=1.[CH3:12][O:13][C:14](=[O:26])[CH2:15][O:16][C:17]1[CH:22]=[CH:21][C:20]([Cl:23])=[CH:19][C:18]=1[CH:24]=O.N1CCCC1.